This data is from Full USPTO retrosynthesis dataset with 1.9M reactions from patents (1976-2016). The task is: Predict the reactants needed to synthesize the given product. (1) Given the product [Cl:1][C:2]1[C:3]([C:10]#[N:11])=[C:4]([O:9][CH3:12])[N:5]=[C:6]([CH3:8])[CH:7]=1, predict the reactants needed to synthesize it. The reactants are: [Cl:1][C:2]1[CH:7]=[C:6]([CH3:8])[NH:5][C:4](=[O:9])[C:3]=1[C:10]#[N:11].[CH3:12]CCCCCC.CCOC(C)=O. (2) Given the product [NH2:24][CH:21]1[CH2:22][CH2:23][N:18]([CH2:15][CH:14]2[N:9]3[C:10]4[C:11](=[C:2]([F:1])[CH:3]=[N:4][C:5]=4[CH:6]=[CH:7][C:8]3=[O:17])[CH2:12][CH2:13]2)[CH2:19][CH2:20]1, predict the reactants needed to synthesize it. The reactants are: [F:1][C:2]1[CH:3]=[N:4][C:5]2[CH:6]=[CH:7][C:8](=[O:17])[N:9]3[CH:14]([CH:15]=O)[CH2:13][CH2:12][C:11]=1[C:10]=23.[NH:18]1[CH2:23][CH2:22][CH:21]([NH:24]C(=O)OC(C)(C)C)[CH2:20][CH2:19]1.C(O)(C(F)(F)F)=O.